The task is: Predict the reaction yield, written as a fraction of the theoretical maximum amount of product (1.0 means a 100% yield; for example, 0.34 means a 34% yield).. This data is from Reaction yield outcomes from USPTO patents with 853,638 reactions. (1) The reactants are CN(C(ON1N=NC2C=CC=CC1=2)=[N+](C)C)C.[B-](F)(F)(F)F.[CH3:23][C@@H:24]1[CH2:29][N:28]([C:30]2[O:31][C:32]3[C:37]([C:38](=[O:40])[CH:39]=2)=[CH:36][C:35]([C:41]([OH:43])=O)=[CH:34][C:33]=3[CH:44]2[CH2:48][CH2:47][CH2:46][N:45]2[C:49]2[CH:54]=[CH:53][CH:52]=[CH:51][CH:50]=2)[CH2:27][CH2:26][O:25]1.CCN(C(C)C)C(C)C.[NH:64]1[CH2:69][CH2:68][O:67][CH2:66][CH2:65]1. The catalyst is CC(N(C)C)=O. The product is [CH3:23][C@@H:24]1[CH2:29][N:28]([C:30]2[O:31][C:32]3[C:37]([C:38](=[O:40])[CH:39]=2)=[CH:36][C:35]([C:41]([N:64]2[CH2:69][CH2:68][O:67][CH2:66][CH2:65]2)=[O:43])=[CH:34][C:33]=3[CH:44]2[CH2:48][CH2:47][CH2:46][N:45]2[C:49]2[CH:50]=[CH:51][CH:52]=[CH:53][CH:54]=2)[CH2:27][CH2:26][O:25]1. The yield is 0.650. (2) The reactants are [C:1]([CH2:3][C:4]([OH:6])=O)#[N:2].[F:7][C:8]([F:29])([F:28])[O:9][C:10]1[CH:15]=[CH:14][C:13]([N:16]2[CH:20]=[N:19][C:18]([C:21]3[CH:27]=[CH:26][C:24]([NH2:25])=[CH:23][CH:22]=3)=[N:17]2)=[CH:12][CH:11]=1.C1(N=C=NC2CCCCC2)CCCCC1. The catalyst is ClCCl. The product is [C:1]([CH2:3][C:4]([NH:25][C:24]1[CH:26]=[CH:27][C:21]([C:18]2[N:19]=[CH:20][N:16]([C:13]3[CH:14]=[CH:15][C:10]([O:9][C:8]([F:7])([F:29])[F:28])=[CH:11][CH:12]=3)[N:17]=2)=[CH:22][CH:23]=1)=[O:6])#[N:2]. The yield is 0.660.